Dataset: Full USPTO retrosynthesis dataset with 1.9M reactions from patents (1976-2016). Task: Predict the reactants needed to synthesize the given product. (1) Given the product [C:20]([O:23][C:24]([N:8]([C:6]1[CH:5]=[CH:4][N:3]=[C:2]([Cl:1])[N:7]=1)[C:9]1[CH:10]=[C:11]2[C:15](=[CH:16][C:17]=1[CH3:18])[N:14]([C:24]([O:23][C:20]([CH3:22])([CH3:21])[CH3:19])=[O:25])[N:13]=[CH:12]2)=[O:25])([CH3:22])([CH3:21])[CH3:19], predict the reactants needed to synthesize it. The reactants are: [Cl:1][C:2]1[N:7]=[C:6]([NH:8][C:9]2[CH:10]=[C:11]3[C:15](=[CH:16][C:17]=2[CH3:18])[NH:14][N:13]=[CH:12]3)[CH:5]=[CH:4][N:3]=1.[CH3:19][C:20]([O:23][C:24](O[C:24]([O:23][C:20]([CH3:22])([CH3:21])[CH3:19])=[O:25])=[O:25])([CH3:22])[CH3:21]. (2) The reactants are: [CH3:1][O:2][C:3]1[CH:4]=[C:5]2[C:10](=[CH:11][C:12]=1[O:13][CH3:14])[N:9]=[C:8]([CH:15]1[CH2:20][CH2:19][CH:18](C)[CH2:17][CH2:16]1)[N:7]=[C:6]2[N:22]1[CH2:27][CH2:26][N:25]([C:28]2[CH:33]=[CH:32][CH:31]=[CH:30][C:29]=2[O:34][CH3:35])[CH2:24][CH2:23]1.C1(C(O)=O)CCCCC1. Given the product [CH:15]1([C:8]2[N:7]=[C:6]([N:22]3[CH2:23][CH2:24][N:25]([C:28]4[CH:33]=[CH:32][CH:31]=[CH:30][C:29]=4[O:34][CH3:35])[CH2:26][CH2:27]3)[C:5]3[C:10](=[CH:11][C:12]([O:13][CH3:14])=[C:3]([O:2][CH3:1])[CH:4]=3)[N:9]=2)[CH2:16][CH2:17][CH2:18][CH2:19][CH2:20]1, predict the reactants needed to synthesize it. (3) Given the product [CH2:14]([O:21][C:22](=[O:32])[NH:23][CH2:24][C@H:25]1[CH2:30][CH2:29][C@@H:28]([NH:31][C:2]2[N:11]=[C:10]([NH:12][CH3:13])[C:9]3[CH2:8][CH2:7][CH2:6][CH2:5][C:4]=3[N:3]=2)[CH2:27][CH2:26]1)[C:15]1[CH:16]=[CH:17][CH:18]=[CH:19][CH:20]=1, predict the reactants needed to synthesize it. The reactants are: Cl[C:2]1[N:11]=[C:10]([NH:12][CH3:13])[C:9]2[CH2:8][CH2:7][CH2:6][CH2:5][C:4]=2[N:3]=1.[CH2:14]([O:21][C:22](=[O:32])[NH:23][CH2:24][C@H:25]1[CH2:30][CH2:29][C@@H:28]([NH2:31])[CH2:27][CH2:26]1)[C:15]1[CH:20]=[CH:19][CH:18]=[CH:17][CH:16]=1.C([O-])(O)=O.[Na+]. (4) The reactants are: [CH2:1]([C:4]1([C:18]([O:20]C)=[O:19])[CH2:8][O:7][C:6]([CH3:10])([CH3:9])[N:5]1[C:11]([O:13][C:14]([CH3:17])([CH3:16])[CH3:15])=[O:12])[CH:2]=C.[OH-:22].[Na+]. Given the product [OH:22][CH:2]1[CH2:1][C:4]2([N:5]([C:11]([O:13][C:14]([CH3:17])([CH3:15])[CH3:16])=[O:12])[C:6]([CH3:10])([CH3:9])[O:7][CH2:8]2)[C:18](=[O:19])[O:20]1, predict the reactants needed to synthesize it. (5) Given the product [CH2:22]([N:19]1[CH:20]2[CH:21]([CH2:12][CH2:3][CH2:4][CH2:9]2)[N:16]([CH2:13][CH3:14])[C:17]2[CH:28]=[N:27][CH:26]=[CH:25][C:18]1=2)[CH3:23], predict the reactants needed to synthesize it. The reactants are: CN1CCN(C)[C:4]2[CH:9]=NC=[CH:12][C:3]1=2.[C:13]([N:16]1[CH2:21][CH2:20][N:19]([C:22](=O)[CH3:23])[C:18]2[CH:25]=[CH:26][N:27]=[CH:28][C:17]1=2)(=O)[CH3:14]. (6) Given the product [CH3:24][O:23][C:21]1[CH:20]=[CH:19][C:15]2[N:16]=[C:17]([CH3:18])[C:12]3[N:13]([C:9]([C:4]4[CH:5]=[N:26][CH:27]=[N:28][CH:3]=4)=[N:10][C:11]=3[CH3:25])[C:14]=2[N:22]=1, predict the reactants needed to synthesize it. The reactants are: ClC1[CH:3]=[C:4]([C:9]2[N:13]3[C:14]4[N:22]=[C:21]([O:23][CH3:24])[CH:20]=[CH:19][C:15]=4[N:16]=[C:17]([CH3:18])[C:12]3=[C:11]([CH3:25])[N:10]=2)[CH:5]=C(Cl)C=1.[N:26]1C=C(B(O)O)C=[N:28][CH:27]=1. (7) Given the product [CH3:10][O:9][C:7]1[CH:6]=[C:5]([CH2:11][C:12]#[CH:13])[CH:4]=[C:3]([O:2][CH3:1])[CH:8]=1, predict the reactants needed to synthesize it. The reactants are: [CH3:1][O:2][C:3]1[CH:4]=[C:5]([CH2:11][C:12]#[C:13][Si](C)(C)C)[CH:6]=[C:7]([O:9][CH3:10])[CH:8]=1.CC(O)=O.CCCC[N+](CCCC)(CCCC)CCCC.[F-].